Dataset: Reaction yield outcomes from USPTO patents with 853,638 reactions. Task: Predict the reaction yield, written as a fraction of the theoretical maximum amount of product (1.0 means a 100% yield; for example, 0.34 means a 34% yield). (1) The reactants are [CH2:1]([N:8]([CH2:23][CH2:24]O)[C:9](=[O:22])[C@H:10]([NH:14][C:15](=[O:21])[O:16][C:17]([CH3:20])([CH3:19])[CH3:18])[CH:11]([CH3:13])[CH3:12])[C:2]1[CH:7]=[CH:6][CH:5]=[CH:4][CH:3]=1.CCN(CC)CC.CS([Cl:37])(=O)=O. The catalyst is C(Cl)Cl. The product is [CH2:1]([N:8]([CH2:23][CH2:24][Cl:37])[C:9](=[O:22])[C@H:10]([NH:14][C:15](=[O:21])[O:16][C:17]([CH3:20])([CH3:19])[CH3:18])[CH:11]([CH3:13])[CH3:12])[C:2]1[CH:7]=[CH:6][CH:5]=[CH:4][CH:3]=1. The yield is 1.00. (2) The reactants are Br[C:2]1[CH:3]=[CH:4][C:5]2[C:6]3[CH2:16][N:15]([C:17]([O:19][C:20]([CH3:23])([CH3:22])[CH3:21])=[O:18])[CH2:14][CH2:13][C:7]=3[N:8]([CH2:11][CH3:12])[C:9]=2[CH:10]=1.[CH2:24]([O:31][C:32]1[CH:37]=[CH:36][NH:35][C:34](=[O:38])[CH:33]=1)[C:25]1[CH:30]=[CH:29][CH:28]=[CH:27][CH:26]=1. No catalyst specified. The product is [CH2:24]([O:31][C:32]1[CH:37]=[CH:36][N:35]([C:2]2[CH:3]=[CH:4][C:5]3[C:6]4[CH2:16][N:15]([C:17]([O:19][C:20]([CH3:23])([CH3:22])[CH3:21])=[O:18])[CH2:14][CH2:13][C:7]=4[N:8]([CH2:11][CH3:12])[C:9]=3[CH:10]=2)[C:34](=[O:38])[CH:33]=1)[C:25]1[CH:26]=[CH:27][CH:28]=[CH:29][CH:30]=1. The yield is 0.480.